Predict which catalyst facilitates the given reaction. From a dataset of Catalyst prediction with 721,799 reactions and 888 catalyst types from USPTO. Reactant: [NH2:1][C:2]1[CH:7]=[CH:6][CH:5]=[CH:4][N:3]=1.CCN(CC)CC.[CH3:15][C:16]([CH3:21])([CH3:20])[C:17](Cl)=[O:18]. Product: [N:3]1[CH:4]=[CH:5][CH:6]=[CH:7][C:2]=1[NH:1][C:17](=[O:18])[C:16]([CH3:21])([CH3:20])[CH3:15]. The catalyst class is: 2.